From a dataset of Full USPTO retrosynthesis dataset with 1.9M reactions from patents (1976-2016). Predict the reactants needed to synthesize the given product. (1) Given the product [CH3:2][S:3]([O:6][C:7]1[CH:12]=[CH:11][CH:10]=[CH:9][C:8]=1[CH:13]1[O:17][N:16]=[C:15]([C:18]2[N:19]=[C:20]([CH:23]3[CH2:28][CH2:27][N:26]([C:30](=[O:31])[CH2:29][OH:32])[CH2:25][CH2:24]3)[S:21][CH:22]=2)[CH2:14]1)(=[O:4])=[O:5], predict the reactants needed to synthesize it. The reactants are: [Cl-].[CH3:2][S:3]([O:6][C:7]1[CH:12]=[CH:11][CH:10]=[CH:9][C:8]=1[CH:13]1[O:17][N:16]=[C:15]([C:18]2[N:19]=[C:20]([CH:23]3[CH2:28][CH2:27][NH2+:26][CH2:25][CH2:24]3)[S:21][CH:22]=2)[CH2:14]1)(=[O:5])=[O:4].[C:29](O)(=[O:32])[CH2:30][OH:31].C(N(C(C)C)CC)(C)C.F[B-](F)(F)F.N1(OC(N(C)C)=[N+](C)C)C2C=CC=CC=2N=N1. (2) Given the product [CH3:12][O:11][C:10]1[CH:9]=[C:8]2[C:4]([CH2:5]/[C:6](=[CH:14]\[C:15]3[CH:20]=[CH:19][CH:18]=[C:17]([C:21]([F:24])([F:23])[F:22])[CH:16]=3)/[C:7]2=[O:13])=[CH:3][C:2]=1[N:29]1[CH2:30][CH2:31][CH:26]([CH3:25])[CH2:27][CH2:28]1, predict the reactants needed to synthesize it. The reactants are: Br[C:2]1[CH:3]=[C:4]2[C:8](=[CH:9][C:10]=1[O:11][CH3:12])[C:7](=[O:13])/[C:6](=[CH:14]/[C:15]1[CH:20]=[CH:19][CH:18]=[C:17]([C:21]([F:24])([F:23])[F:22])[CH:16]=1)/[CH2:5]2.[CH3:25][CH:26]1[CH2:31][CH2:30][NH:29][CH2:28][CH2:27]1.C(=O)([O-])[O-].[Cs+].[Cs+].C1C=CC(P(C2C(C3C(P(C4C=CC=CC=4)C4C=CC=CC=4)=CC=C4C=3C=CC=C4)=C3C(C=CC=C3)=CC=2)C2C=CC=CC=2)=CC=1. (3) The reactants are: COC1C=C(OC)C=CC=1C[N:6]([C:32]1[CH:37]=[CH:36][N:35]=[CH:34][N:33]=1)[S:7]([C:10]1[CH:15]=[C:14]([F:16])[C:13]([O:17][C@H:18]2[CH2:22][C:21]([CH3:24])([CH3:23])[CH2:20][C@@H:19]2[C:25]2[N:29]([CH3:30])[N:28]=[CH:27][CH:26]=2)=[CH:12][C:11]=1[F:31])(=[O:9])=[O:8].C([SiH](CC)CC)C.FC(F)(F)C(O)=O. Given the product [CH3:23][C:21]1([CH3:24])[CH2:22][C@H:18]([O:17][C:13]2[C:14]([F:16])=[CH:15][C:10]([S:7]([NH:6][C:32]3[CH:37]=[CH:36][N:35]=[CH:34][N:33]=3)(=[O:8])=[O:9])=[C:11]([F:31])[CH:12]=2)[C@@H:19]([C:25]2[N:29]([CH3:30])[N:28]=[CH:27][CH:26]=2)[CH2:20]1, predict the reactants needed to synthesize it. (4) Given the product [CH2:1]([O:8][C:9]([N:11]1[CH2:16][CH2:15][CH2:14][C:13]([NH2:23])([C:17]2[CH:22]=[CH:21][CH:20]=[CH:19][CH:18]=2)[CH2:12]1)=[O:10])[C:2]1[CH:7]=[CH:6][CH:5]=[CH:4][CH:3]=1, predict the reactants needed to synthesize it. The reactants are: [CH2:1]([O:8][C:9]([N:11]1[CH2:16][CH2:15][CH2:14][C:13]([N:23]=[N+]=[N-])([C:17]2[CH:22]=[CH:21][CH:20]=[CH:19][CH:18]=2)[CH2:12]1)=[O:10])[C:2]1[CH:7]=[CH:6][CH:5]=[CH:4][CH:3]=1.[BH4-].[Na+].Cl.[OH-].[Na+]. (5) Given the product [Cl:55][C:56]([Cl:60])([Cl:59])[C:57](=[NH:58])[O:7][C@@H:6]1[O:16][C@@H:17]([CH3:46])[C@H:18]([O:38][CH2:39][C:40]2[CH:45]=[CH:44][CH:43]=[CH:42][CH:41]=2)[C@@H:19]([O:20][C:21]([O:23][CH2:24][C:25]2[C:37]3[CH2:36][C:35]4[C:30](=[CH:31][CH:32]=[CH:33][CH:34]=4)[C:29]=3[CH:28]=[CH:27][CH:26]=2)=[O:22])[C@H:5]1[O:4][C:1](=[O:3])[CH3:2], predict the reactants needed to synthesize it. The reactants are: [C:1]([O:4][C@@H:5]1[C@H:19]([O:20][C:21]([O:23][CH2:24][C:25]2[C:37]3[CH2:36][C:35]4[C:30](=[CH:31][CH:32]=[CH:33][CH:34]=4)[C:29]=3[CH:28]=[CH:27][CH:26]=2)=[O:22])[C@@H:18]([O:38][CH2:39][C:40]2[CH:45]=[CH:44][CH:43]=[CH:42][CH:41]=2)[C@H:17]([CH3:46])[O:16][C@H:6]1[O:7]C1C=CC(OC)=CC=1)(=[O:3])[CH3:2].[N+]([O-])([O-])=O.[NH4+].[Ce].[H-].[Na+].[Cl:55][C:56]([Cl:60])([Cl:59])[C:57]#[N:58]. (6) Given the product [C:11]([C:3]1[CH:4]=[CH:5][C:6]([C:8]([OH:10])=[O:9])=[N:7][C:2]=1[NH:20][CH2:24][CH:23]([CH3:13])[CH3:22])#[N:12], predict the reactants needed to synthesize it. The reactants are: Cl[C:2]1[N:7]=[C:6]([C:8]([OH:10])=[O:9])[CH:5]=[CH:4][C:3]=1[C:11]#[N:12].[CH:13](N)(C)C.[F-].[K+].C[N:20]1[CH2:24][CH2:23][CH2:22]C1=O.